From a dataset of Reaction yield outcomes from USPTO patents with 853,638 reactions. Predict the reaction yield, written as a fraction of the theoretical maximum amount of product (1.0 means a 100% yield; for example, 0.34 means a 34% yield). (1) The reactants are Cl[C:2]1N=NN=[C:4]([Cl:8])[C:3]=1Cl.[CH2:10]([O:12][CH2:13][O:14][C:15]1[CH:16]=C(CO)C=[C:19]([CH2:21]O)[CH:20]=1)[CH3:11].C(Cl)[Cl:26]. The catalyst is CN(C=O)C. The product is [Cl:8][CH2:4][C:3]1[CH:16]=[C:15]([O:14][CH2:13][O:12][CH2:10][CH3:11])[CH:20]=[C:19]([CH2:21][Cl:26])[CH:2]=1. The yield is 0.550. (2) The reactants are [Br:1][C:2]1[CH:3]=[C:4]([NH:8][C:9]2[C:18]3[C:13](=[CH:14][CH:15]=[C:16]([NH:19][C:20](=[O:30])/[CH:21]=[CH:22]/[CH2:23][N:24]4[CH2:29][CH2:28][O:27][CH2:26][CH2:25]4)[CH:17]=3)[N:12]=[CH:11][N:10]=2)[CH:5]=[CH:6][CH:7]=1.BrC[C:33]1[N:34]([CH3:41])[CH:35]=[C:36]([N+:38]([O-:40])=[O:39])[N:37]=1.[CH3:42]O.[CH:44]([OH:46])=[O:45].O. The catalyst is CN1C(=O)CCC1. The product is [CH:44]([O-:46])=[O:45].[Br:1][C:2]1[CH:3]=[C:4]([CH:5]=[CH:6][CH:7]=1)[NH:8][C:9]1[C:18]2[C:13](=[CH:14][CH:15]=[C:16]([NH:19][C:20](=[O:30])/[CH:21]=[CH:22]/[CH2:23][N+:24]3([CH2:42][C:35]4[N:34]([CH3:41])[CH:33]=[N:37][C:36]=4[N+:38]([O-:40])=[O:39])[CH2:29][CH2:28][O:27][CH2:26][CH2:25]3)[CH:17]=2)[N:12]=[CH:11][N:10]=1. The yield is 0.120. (3) The reactants are C(N1C=CN=C1)(N1C=CN=C1)=O.[CH2:13]([O:20][C:21]1[C:26](=[O:27])[CH:25]=[C:24]([CH3:28])[O:23][C:22]=1[C:29]([OH:31])=O)[C:14]1[CH:19]=[CH:18][CH:17]=[CH:16][CH:15]=1.[CH:32]1([NH2:38])[CH2:37][CH2:36][CH2:35][CH2:34][CH2:33]1. The catalyst is CN(C)C=O. The product is [CH:32]1([NH:38][C:29]([C:22]2[O:23][C:24]([CH3:28])=[CH:25][C:26](=[O:27])[C:21]=2[O:20][CH2:13][C:14]2[CH:15]=[CH:16][CH:17]=[CH:18][CH:19]=2)=[O:31])[CH2:37][CH2:36][CH2:35][CH2:34][CH2:33]1. The yield is 0.610. (4) The reactants are [NH2:1][C:2]1[N:7]=[C:6]([C:8]2[CH:13]=[CH:12][C:11]([CH2:14][CH2:15][CH2:16][C:17]3[N:21]([CH2:22][CH3:23])[C:20](=[O:24])[N:19]([CH2:25][C:26]4[CH:31]=[CH:30][C:29]([C:32]([CH3:35])([CH3:34])[CH3:33])=[CH:28][CH:27]=4)[N:18]=3)=[CH:10][CH:9]=2)[CH:5]=[CH:4][CH:3]=1.[C:36]1([S:42](Cl)(=[O:44])=[O:43])[CH:41]=[CH:40][CH:39]=[CH:38][CH:37]=1. The catalyst is N1C=CC=CC=1. The product is [C:32]([C:29]1[CH:30]=[CH:31][C:26]([CH2:25][N:19]2[C:20](=[O:24])[N:21]([CH2:22][CH3:23])[C:17]([CH2:16][CH2:15][CH2:14][C:11]3[CH:10]=[CH:9][C:8]([C:6]4[N:7]=[C:2]([NH:1][S:42]([C:36]5[CH:41]=[CH:40][CH:39]=[CH:38][CH:37]=5)(=[O:44])=[O:43])[CH:3]=[CH:4][CH:5]=4)=[CH:13][CH:12]=3)=[N:18]2)=[CH:27][CH:28]=1)([CH3:34])([CH3:33])[CH3:35]. The yield is 0.710. (5) The reactants are [OH:1][C:2]1[CH:10]=[C:9]2[C:5]([CH:6]=[C:7]([C:11]([OH:13])=[O:12])[NH:8]2)=[CH:4][CH:3]=1.N1C=CN=C1.[CH3:19][C:20]([Si:23](Cl)([CH3:25])[CH3:24])([CH3:22])[CH3:21]. The catalyst is C1COCC1. The product is [C:20]([Si:23]([CH3:25])([CH3:24])[O:1][C:2]1[CH:10]=[C:9]2[C:5]([CH:6]=[C:7]([C:11]([OH:13])=[O:12])[NH:8]2)=[CH:4][CH:3]=1)([CH3:22])([CH3:21])[CH3:19]. The yield is 0.900.